From a dataset of Catalyst prediction with 721,799 reactions and 888 catalyst types from USPTO. Predict which catalyst facilitates the given reaction. (1) Reactant: [C:1]([O:5][C:6](=[O:15])[CH2:7][C:8]1[CH:13]=[CH:12][CH:11]=[C:10]([Br:14])[N:9]=1)([CH3:4])([CH3:3])[CH3:2].C1CCN2C(=NCCC2)CC1.C(NC1C=CC(S([N:40]=[N+:41]=[N-])(=O)=O)=CC=1)(=O)C. Product: [C:1]([O:5][C:6]([C:7]1[N:40]=[N:41][N:9]2[C:10]([Br:14])=[CH:11][CH:12]=[CH:13][C:8]=12)=[O:15])([CH3:4])([CH3:2])[CH3:3]. The catalyst class is: 23. (2) Reactant: [Cl:1][C:2]1[CH:3]=[C:4]([NH:17][CH:18](SC)[NH:19][C:20]#[N:21])[CH:5]=[C:6]([Cl:16])[C:7]=1[C:8]1[CH:13]=[CH:12][N:11]=[C:10]([O:14][CH3:15])[CH:9]=1.[NH2:24][NH2:25]. Product: [Cl:1][C:2]1[CH:3]=[C:4]([NH:17][C:18]2[N:19]=[C:20]([NH2:21])[NH:25][N:24]=2)[CH:5]=[C:6]([Cl:16])[C:7]=1[C:8]1[CH:13]=[CH:12][N:11]=[C:10]([O:14][CH3:15])[CH:9]=1. The catalyst class is: 8. (3) Reactant: [Cl:1][C:2]1[CH:3]=[C:4]2[C:8](=[CH:9][CH:10]=1)[NH:7][C:6]([C:11]([OH:13])=O)=[CH:5]2.[NH2:14][C@@H:15]1[CH2:23][C:22]2[C:17](=[CH:18][CH:19]=[CH:20][CH:21]=2)[C@H:16]1[NH:24][C:25](OC(C)(C)C)=O.CCN(C(C)C)C(C)C.C1C=CC2N([OH:50])N=NC=2C=1.CCN=C=NCCCN(C)C.CCO[C:65]([CH3:67])=[O:66]. Product: [Cl:1][C:2]1[CH:3]=[C:4]2[C:8](=[CH:9][CH:10]=1)[NH:7][C:6]([C:11]([NH:14][C@@H:15]1[CH2:23][C:22]3[C:17](=[CH:18][CH:19]=[CH:20][CH:21]=3)[C@H:16]1[NH:24][CH2:25][C@@H:65]([OH:66])[CH2:67][OH:50])=[O:13])=[CH:5]2. The catalyst class is: 2. (4) Reactant: [CH3:1][N:2]1[C:10]2[C:9](=[O:11])[CH2:8][CH2:7][C:6]([CH3:13])([CH3:12])[C:5]=2[C:4]([C:14]([O:16][CH2:17][CH3:18])=[O:15])=[N:3]1.C(O[CH:24](OC(C)(C)C)[N:25]([CH3:27])[CH3:26])(C)(C)C. Product: [CH3:24][N:25]([CH:27]=[C:8]1[C:9](=[O:11])[C:10]2[N:2]([CH3:1])[N:3]=[C:4]([C:14]([O:16][CH2:17][CH3:18])=[O:15])[C:5]=2[C:6]([CH3:13])([CH3:12])[CH2:7]1)[CH3:26]. The catalyst class is: 9. (5) Reactant: [Cl:1][C:2]1[CH:6]=[CH:5][S:4][C:3]=1[CH:7]=O.[N+:9]([CH2:12][CH3:13])([O-:11])=[O:10].C([O-])(=O)C.[NH4+].C(O)(=O)C. Product: [Cl:1][C:2]1[CH:6]=[CH:5][S:4][C:3]=1/[CH:7]=[CH:13]/[CH2:12][N+:9]([O-:11])=[O:10]. The catalyst class is: 413. (6) Reactant: FC(F)(F)[C:3]([OH:5])=[O:4].C[C@:9]1([C:23](OC(C)(C)C)=O)[CH2:13][C:12](=[O:14])[N:11]([C@@H:15]([C:17]2[CH:22]=[CH:21][CH:20]=[CH:19][CH:18]=2)[CH3:16])[CH2:10]1.C([N:32](CC)CC)C.C1(P(N=[N+]=[N-])(C2C=CC=CC=2)=O)C=CC=CC=1.[C:54](O)([CH3:57])([CH3:56])[CH3:55]. Product: [CH3:23][C@:9]1([NH:32][C:3](=[O:4])[O:5][C:54]([CH3:57])([CH3:56])[CH3:55])[CH2:13][C:12](=[O:14])[N:11]([C@@H:15]([C:17]2[CH:18]=[CH:19][CH:20]=[CH:21][CH:22]=2)[CH3:16])[CH2:10]1. The catalyst class is: 4. (7) Reactant: [Br:1][C:2]1[CH:3]=[C:4]([N+:9]([O-])=O)[C:5]([Cl:8])=[N:6][CH:7]=1.[OH-].[Na+]. Product: [NH2:9][C:4]1[C:5]([Cl:8])=[N:6][CH:7]=[C:2]([Br:1])[CH:3]=1. The catalyst class is: 33. (8) Reactant: C([O:3][C:4]([C:6]1([C:9]2[CH:14]=[CH:13][C:12]([C:15]3[CH:20]=[CH:19][C:18]([C:21]4[S:22][C:23]([Cl:39])=[CH:24][C:25]=4[NH:26][C:27]([O:29][C@@H:30]([C:32]4[CH:37]=[CH:36][CH:35]=[CH:34][C:33]=4[CH3:38])[CH3:31])=[O:28])=[CH:17][CH:16]=3)=[CH:11][CH:10]=2)[CH2:8][CH2:7]1)=[O:5])C.[OH-].[Na+].Cl. Product: [Cl:39][C:23]1[S:22][C:21]([C:18]2[CH:19]=[CH:20][C:15]([C:12]3[CH:11]=[CH:10][C:9]([C:6]4([C:4]([OH:5])=[O:3])[CH2:8][CH2:7]4)=[CH:14][CH:13]=3)=[CH:16][CH:17]=2)=[C:25]([NH:26][C:27]([O:29][C@@H:30]([C:32]2[CH:37]=[CH:36][CH:35]=[CH:34][C:33]=2[CH3:38])[CH3:31])=[O:28])[CH:24]=1. The catalyst class is: 32. (9) Reactant: [CH2:1]([N:5]([CH2:17][C:18]1[CH:23]=[CH:22][CH:21]=[C:20]([O:24][CH3:25])[C:19]=1[O:26][CH3:27])[C:6](=[O:16])[CH2:7][CH2:8][C:9]1[CH:14]=[CH:13][C:12]([OH:15])=[CH:11][CH:10]=1)[CH2:2][CH2:3][CH3:4].Br[CH2:29][C:30]1[CH:39]=[CH:38][CH:37]=[CH:36][C:31]=1[C:32]([O:34][CH3:35])=[O:33].C(=O)([O-])[O-].[K+].[K+].C(O)C(N)(CO)CO. Product: [CH2:1]([N:5]([CH2:17][C:18]1[CH:23]=[CH:22][CH:21]=[C:20]([O:24][CH3:25])[C:19]=1[O:26][CH3:27])[C:6](=[O:16])[CH2:7][CH2:8][C:9]1[CH:14]=[CH:13][C:12]([O:15][CH2:29][C:30]2[CH:39]=[CH:38][CH:37]=[CH:36][C:31]=2[C:32]([O:34][CH3:35])=[O:33])=[CH:11][CH:10]=1)[CH2:2][CH2:3][CH3:4]. The catalyst class is: 10. (10) Reactant: [C:1]([O:5][C:6](=[O:24])[NH:7][CH2:8][CH2:9][C:10]1[CH:15]=[CH:14][C:13]([O:16][C:17]2[CH:22]=[CH:21][C:20]([NH2:23])=[CH:19][CH:18]=2)=[CH:12][CH:11]=1)([CH3:4])([CH3:3])[CH3:2].[C:25](Cl)(=[O:27])[CH3:26].C(N(CC)CC)C.C(=O)(O)[O-].[Na+]. Product: [C:1]([O:5][C:6](=[O:24])[NH:7][CH2:8][CH2:9][C:10]1[CH:15]=[CH:14][C:13]([O:16][C:17]2[CH:18]=[CH:19][C:20]([NH:23][C:25](=[O:27])[CH3:26])=[CH:21][CH:22]=2)=[CH:12][CH:11]=1)([CH3:4])([CH3:2])[CH3:3]. The catalyst class is: 154.